Dataset: Forward reaction prediction with 1.9M reactions from USPTO patents (1976-2016). Task: Predict the product of the given reaction. (1) Given the reactants CCCC[N+](CCCC)(CCCC)CCCC.[F-:18].[C:19]([O:23][C:24]([N:26]([CH3:52])[C:27]1[CH:32]=[CH:31][C:30]([CH:33]=[CH:34][C:35]2[CH:51]=[CH:50][C:38]([O:39][CH2:40][CH2:41][O:42][CH2:43][CH2:44]OS(C)(=O)=O)=[CH:37][CH:36]=2)=[CH:29][CH:28]=1)=[O:25])([CH3:22])([CH3:21])[CH3:20].ClCCl, predict the reaction product. The product is: [C:19]([O:23][C:24](=[O:25])[N:26]([C:27]1[CH:32]=[CH:31][C:30]([CH:33]=[CH:34][C:35]2[CH:51]=[CH:50][C:38]([O:39][CH2:40][CH2:41][O:42][CH2:43][CH2:44][F:18])=[CH:37][CH:36]=2)=[CH:29][CH:28]=1)[CH3:52])([CH3:22])([CH3:21])[CH3:20]. (2) Given the reactants Br[C:2]1[CH:8]=[CH:7][C:5]([NH2:6])=[C:4]([CH2:9][CH3:10])[CH:3]=1.CC1(C)C(C)(C)OB([C:19]2[CH2:24][CH2:23][N:22]([C:25]([O:27][C:28]([CH3:31])([CH3:30])[CH3:29])=[O:26])[CH2:21][CH:20]=2)O1.C(=O)([O-])[O-].[Cs+].[Cs+].O, predict the reaction product. The product is: [NH2:6][C:5]1[CH:7]=[CH:8][C:2]([C:19]2[CH2:24][CH2:23][N:22]([C:25]([O:27][C:28]([CH3:31])([CH3:30])[CH3:29])=[O:26])[CH2:21][CH:20]=2)=[CH:3][C:4]=1[CH2:9][CH3:10]. (3) Given the reactants C(N1C2C(=O)[N:11]([CH2:15][C:16]3[CH:21]=[CH:20][C:19](C#N)=[CH:18][CH:17]=3)C([Cl:24])=NC=2N=C1N1CCCC(NC(=O)OC(C)(C)C)C1)C#CC.Cl.[NH2:40][CH:41]1[CH2:46][CH2:45][CH2:44][N:43]([C:47]2[N:55]([CH2:56][C:57]#[C:58][CH3:59])[C:54]3[C:53](=[O:60])[N:52]([CH2:61]C4C=CC=CC=4C#N)[C:51]([C:70]#[N:71])=[N:50][C:49]=3[N:48]=2)[CH2:42]1, predict the reaction product. The product is: [ClH:24].[NH2:40][CH:41]1[CH2:46][CH2:45][CH2:44][N:43]([C:47]2[N:55]([CH2:56][C:57]#[C:58][CH3:59])[C:54]3[C:53](=[O:60])[N:52]([CH2:61][C:19]4[CH:20]=[CH:21][C:16]([C:15]#[N:11])=[CH:17][CH:18]=4)[C:51]([C:70]#[N:71])=[N:50][C:49]=3[N:48]=2)[CH2:42]1. (4) Given the reactants C([N:8]1[CH2:13][CH2:12][CH:11]([N:14]2[CH2:23][C:22]3[C:17](=[CH:18][CH:19]=[CH:20][C:21]=3[Cl:24])[NH:16][C:15]2=[O:25])[CH2:10][CH2:9]1)C1C=CC=CC=1.[H][H], predict the reaction product. The product is: [Cl:24][C:21]1[CH:20]=[CH:19][CH:18]=[C:17]2[C:22]=1[CH2:23][N:14]([CH:11]1[CH2:12][CH2:13][NH:8][CH2:9][CH2:10]1)[C:15](=[O:25])[NH:16]2. (5) The product is: [I:17][C:7]1[CH:8]=[C:9]2[C:14](=[C:5]([C:3]([OH:4])=[O:2])[CH:6]=1)[O:13][C:12]([CH3:16])([CH3:15])[CH:11]=[CH:10]2. Given the reactants C[O:2][C:3]([C:5]1[CH:6]=[C:7]([I:17])[CH:8]=[C:9]2[C:14]=1[O:13][C:12]([CH3:16])([CH3:15])[CH:11]=[CH:10]2)=[O:4].[OH-].[K+], predict the reaction product. (6) Given the reactants [CH2:1]([O:3][C:4]1[CH:9]=[CH:8][C:7]([CH2:10][CH:11]([O:17][CH:18]([CH3:20])[CH3:19])[C:12]([O:14]CC)=[O:13])=[CH:6][C:5]=1[CH2:21][CH2:22][OH:23])[CH3:2].[Cl:24][C:25]1[CH:30]=[CH:29][C:28]([N:31]=[C:32]=[O:33])=[CH:27][CH:26]=1, predict the reaction product. The product is: [Cl:24][C:25]1[CH:30]=[CH:29][C:28]([NH:31][C:32]([O:23][CH2:22][CH2:21][C:5]2[CH:6]=[C:7]([CH2:10][CH:11]([O:17][CH:18]([CH3:19])[CH3:20])[C:12]([OH:14])=[O:13])[CH:8]=[CH:9][C:4]=2[O:3][CH2:1][CH3:2])=[O:33])=[CH:27][CH:26]=1. (7) Given the reactants [F:1][C:2]1[CH:9]=[CH:8][C:5]([C:6]#N)=[C:4]([S:10][C:11]2[CH:16]=[CH:15][CH:14]=[C:13]([F:17])[CH:12]=2)[CH:3]=1.[OH2:18], predict the reaction product. The product is: [F:1][C:2]1[CH:9]=[CH:8][C:5]2[C:6](=[O:18])[C:16]3[C:11]([S:10][C:4]=2[CH:3]=1)=[CH:12][C:13]([F:17])=[CH:14][CH:15]=3.